This data is from Full USPTO retrosynthesis dataset with 1.9M reactions from patents (1976-2016). The task is: Predict the reactants needed to synthesize the given product. (1) Given the product [Cl:9][C:10]1[CH:17]=[CH:16][C:13]([CH:14]=[C:5]2[NH:4][C:3](=[O:8])[N:2]([CH3:1])[C:6]2=[O:7])=[CH:12][CH:11]=1, predict the reactants needed to synthesize it. The reactants are: [CH3:1][N:2]1[C:6](=[O:7])[CH2:5][NH:4][C:3]1=[O:8].[Cl:9][C:10]1[CH:17]=[CH:16][C:13]([CH:14]=O)=[CH:12][CH:11]=1.N1CCCCC1.C(O)(=O)C. (2) Given the product [CH:23]1([CH2:22][N:13]([S:14]([C:17]2[S:18][CH:19]=[CH:20][CH:21]=2)(=[O:15])=[O:16])[C:11]2[CH:10]=[CH:9][CH:8]=[C:7]3[C:12]=2[NH:4][C:5]([C:26]([NH2:28])=[O:27])=[CH:6]3)[CH2:25][CH2:24]1, predict the reactants needed to synthesize it. The reactants are: COC[N:4]1[C:12]2[C:7](=[CH:8][CH:9]=[CH:10][C:11]=2[N:13]([CH2:22][CH:23]2[CH2:25][CH2:24]2)[S:14]([C:17]2[S:18][CH:19]=[CH:20][CH:21]=2)(=[O:16])=[O:15])[CH:6]=[C:5]1[C:26]([NH2:28])=[O:27].O.O.C(O)(=O)C(O)=O.CO.